From a dataset of NCI-60 drug combinations with 297,098 pairs across 59 cell lines. Regression. Given two drug SMILES strings and cell line genomic features, predict the synergy score measuring deviation from expected non-interaction effect. (1) Drug 1: C1C(C(OC1N2C=C(C(=O)NC2=O)F)CO)O. Drug 2: C1C(C(OC1N2C=NC3=C2NC=NCC3O)CO)O. Cell line: M14. Synergy scores: CSS=11.8, Synergy_ZIP=-4.57, Synergy_Bliss=-0.176, Synergy_Loewe=-8.65, Synergy_HSA=-0.273. (2) Drug 1: CC(C1=C(C=CC(=C1Cl)F)Cl)OC2=C(N=CC(=C2)C3=CN(N=C3)C4CCNCC4)N. Drug 2: C(CN)CNCCSP(=O)(O)O. Cell line: UO-31. Synergy scores: CSS=6.32, Synergy_ZIP=-1.59, Synergy_Bliss=1.50, Synergy_Loewe=-4.64, Synergy_HSA=1.95. (3) Drug 1: CCC1(CC2CC(C3=C(CCN(C2)C1)C4=CC=CC=C4N3)(C5=C(C=C6C(=C5)C78CCN9C7C(C=CC9)(C(C(C8N6C=O)(C(=O)OC)O)OC(=O)C)CC)OC)C(=O)OC)O.OS(=O)(=O)O. Drug 2: CS(=O)(=O)CCNCC1=CC=C(O1)C2=CC3=C(C=C2)N=CN=C3NC4=CC(=C(C=C4)OCC5=CC(=CC=C5)F)Cl. Cell line: 786-0. Synergy scores: CSS=25.5, Synergy_ZIP=6.16, Synergy_Bliss=9.65, Synergy_Loewe=9.74, Synergy_HSA=9.99. (4) Synergy scores: CSS=30.5, Synergy_ZIP=-9.31, Synergy_Bliss=-2.21, Synergy_Loewe=-3.34, Synergy_HSA=-3.18. Drug 1: CC(CN1CC(=O)NC(=O)C1)N2CC(=O)NC(=O)C2. Drug 2: CCN(CC)CCNC(=O)C1=C(NC(=C1C)C=C2C3=C(C=CC(=C3)F)NC2=O)C. Cell line: SW-620. (5) Drug 1: CC1=C(C=C(C=C1)NC2=NC=CC(=N2)N(C)C3=CC4=NN(C(=C4C=C3)C)C)S(=O)(=O)N.Cl. Drug 2: C1=C(C(=O)NC(=O)N1)F. Cell line: T-47D. Synergy scores: CSS=28.6, Synergy_ZIP=-5.98, Synergy_Bliss=-3.22, Synergy_Loewe=-4.86, Synergy_HSA=-1.77. (6) Drug 1: CC(CN1CC(=O)NC(=O)C1)N2CC(=O)NC(=O)C2. Drug 2: C1=CC(=CC=C1CC(C(=O)O)N)N(CCCl)CCCl.Cl. Cell line: T-47D. Synergy scores: CSS=26.1, Synergy_ZIP=-2.25, Synergy_Bliss=5.19, Synergy_Loewe=2.53, Synergy_HSA=2.80. (7) Drug 1: C1=C(C(=O)NC(=O)N1)N(CCCl)CCCl. Drug 2: C1CCC(C(C1)N)N.C(=O)(C(=O)[O-])[O-].[Pt+4]. Cell line: SNB-19. Synergy scores: CSS=19.3, Synergy_ZIP=-11.4, Synergy_Bliss=-11.8, Synergy_Loewe=-29.2, Synergy_HSA=-9.83. (8) Drug 1: C1=CC=C(C(=C1)C(C2=CC=C(C=C2)Cl)C(Cl)Cl)Cl. Drug 2: C1=NC2=C(N1)C(=S)N=CN2. Cell line: HCC-2998. Synergy scores: CSS=22.0, Synergy_ZIP=1.72, Synergy_Bliss=9.64, Synergy_Loewe=-12.7, Synergy_HSA=3.71.